Task: Predict the product of the given reaction.. Dataset: Forward reaction prediction with 1.9M reactions from USPTO patents (1976-2016) (1) Given the reactants Cl[C:2]1[N:7]=[CH:6][C:5]([C:8]2[C:9]([CH2:16][CH3:17])=[C:10]([CH:13]=[CH:14][CH:15]=2)[CH:11]=[O:12])=[CH:4][N:3]=1.[CH3:18][CH:19]([CH3:38])[CH2:20][C:21]1[CH:28]=[CH:27][C:26](B2OC(C)(C)C(C)(C)O2)=[CH:25][C:22]=1[C:23]#[N:24].P([O-])([O-])([O-])=O.[K+].[K+].[K+], predict the reaction product. The product is: [CH2:16]([C:9]1[C:10]([CH:11]=[O:12])=[CH:13][CH:14]=[CH:15][C:8]=1[C:5]1[CH:4]=[N:3][C:2]([C:26]2[CH:27]=[CH:28][C:21]([CH2:20][CH:19]([CH3:38])[CH3:18])=[C:22]([CH:25]=2)[C:23]#[N:24])=[N:7][CH:6]=1)[CH3:17]. (2) Given the reactants [NH2:1][C:2]([NH2:4])=[O:3].[C:5]1(=[O:10])[O:9][CH2:8][CH2:7][O:6]1.C(=O)([O-])[O-].[K+:15].[K+].[S:17](=[O:21])(=[O:20])([OH:19])[OH:18], predict the reaction product. The product is: [S:17](=[O:19])(=[O:18])([OH:21])[OH:20].[C:5](=[O:6])([O-:10])[O-:9].[K+:15].[C:5]1(=[O:10])[O:9][CH2:8][CH2:7][O:6]1.[NH2:1][C:2]([NH2:4])=[O:3].[K+:15]. (3) Given the reactants [CH:1]1([C:4]#[CH:5])[CH2:3][CH2:2]1.C(N(CC)CC)C.I[C:14]1[CH:19]=[CH:18][C:17]([S:20]([NH:23][CH2:24][C:25]2[C:34]3[C:29](=[CH:30][CH:31]=[CH:32][CH:33]=3)[N:28]=[CH:27][CH:26]=2)(=[O:22])=[O:21])=[CH:16][CH:15]=1.O, predict the reaction product. The product is: [CH:1]1([C:4]#[C:5][C:14]2[CH:15]=[CH:16][C:17]([S:20]([NH:23][CH2:24][C:25]3[C:34]4[C:29](=[CH:30][CH:31]=[CH:32][CH:33]=4)[N:28]=[CH:27][CH:26]=3)(=[O:21])=[O:22])=[CH:18][CH:19]=2)[CH2:3][CH2:2]1.